This data is from Forward reaction prediction with 1.9M reactions from USPTO patents (1976-2016). The task is: Predict the product of the given reaction. Given the reactants Cl.Cl.Cl.[O:4]1[C:12]2[CH:11]=[CH:10][N:9]=[C:8]([N:13]3[CH2:18][CH2:17][N:16]([CH2:19][CH2:20][C@H:21]4[CH2:26][CH2:25][C@H:24]([NH2:27])[CH2:23][CH2:22]4)[CH2:15][CH2:14]3)[C:7]=2[CH2:6][CH2:5]1.[O:28]1[CH2:33][CH2:32][O:31][CH2:30][CH:29]1[CH2:34][C:35](O)=[O:36], predict the reaction product. The product is: [O:4]1[C:12]2[CH:11]=[CH:10][N:9]=[C:8]([N:13]3[CH2:18][CH2:17][N:16]([CH2:19][CH2:20][C@H:21]4[CH2:26][CH2:25][C@H:24]([NH:27][C:35](=[O:36])[CH2:34][CH:29]5[CH2:30][O:31][CH2:32][CH2:33][O:28]5)[CH2:23][CH2:22]4)[CH2:15][CH2:14]3)[C:7]=2[CH2:6][CH2:5]1.